This data is from Reaction yield outcomes from USPTO patents with 853,638 reactions. The task is: Predict the reaction yield, written as a fraction of the theoretical maximum amount of product (1.0 means a 100% yield; for example, 0.34 means a 34% yield). The reactants are Br[C:2]1[CH:7]=[CH:6][C:5]([S:8]([NH:11][CH2:12][CH3:13])(=[O:10])=[O:9])=[C:4]([C:14]([F:17])([F:16])[F:15])[CH:3]=1.[C:18]([C:20]1[N:24]([CH3:25])[C:23](B(O)O)=[CH:22][CH:21]=1)#[N:19].[F-].[K+]. The catalyst is C1C=CC(/C=C/C(/C=C/C2C=CC=CC=2)=O)=CC=1.C1C=CC(/C=C/C(/C=C/C2C=CC=CC=2)=O)=CC=1.C1C=CC(/C=C/C(/C=C/C2C=CC=CC=2)=O)=CC=1.[Pd].[Pd].C(P(C(C)(C)C)C(C)(C)C)(C)(C)C. The product is [C:18]([C:20]1[N:24]([CH3:25])[C:23]([C:2]2[CH:7]=[CH:6][C:5]([S:8]([NH:11][CH2:12][CH3:13])(=[O:10])=[O:9])=[C:4]([C:14]([F:17])([F:16])[F:15])[CH:3]=2)=[CH:22][CH:21]=1)#[N:19]. The yield is 0.450.